This data is from Full USPTO retrosynthesis dataset with 1.9M reactions from patents (1976-2016). The task is: Predict the reactants needed to synthesize the given product. (1) Given the product [CH3:2][N:3]([O:4][CH3:5])[C:16](=[O:17])[CH:15]([OH:20])[C:14]1[CH:13]=[CH:12][C:11]([F:10])=[CH:22][CH:21]=1, predict the reactants needed to synthesize it. The reactants are: Cl.[CH3:2][NH:3][O:4][CH3:5].C[Al](C)C.[F:10][C:11]1[CH:22]=[CH:21][C:14]([CH:15]([OH:20])[C:16](OC)=[O:17])=[CH:13][CH:12]=1. (2) Given the product [P:7]([OH:10])([OH:9])([OH:8])=[O:6].[C:42]([OH:47])(=[O:46])[C:43]([CH3:45])=[O:44], predict the reactants needed to synthesize it. The reactants are: C=C([O:6][P:7]([OH:10])([OH:9])=[O:8])C(O)=O.P(OC[C@H]1O[C@@H](N2C3N=CN=C(N)C=3N=C2)[C@H](O)[C@@H]1O)(OP(OP(O)(O)=O)(O)=O)(=O)O.[C:42]([O-:47])(=[O:46])[C:43]([CH3:45])=[O:44].